From a dataset of Forward reaction prediction with 1.9M reactions from USPTO patents (1976-2016). Predict the product of the given reaction. (1) Given the reactants C1COC23OCCOC2([C@]2(CC[C@H]4[C@@H](C[C@H](C=O)C5[C@]4(C)CCCC5)[C@@H]2C3)C)[O:2]1.[CH2:30]=[C:31]1[CH:48]2[C@:43]([CH3:50])([CH2:44][CH2:45][C:46](=[O:49])[CH2:47]2)[C@@H:42]2[C@H:33]([C@H:34]3[C@@:38]([CH2:40][CH2:41]2)([CH3:39])[C:37](=[O:51])[CH2:36][CH2:35]3)[CH2:32]1, predict the reaction product. The product is: [CH:30]([C@@H:31]1[CH:48]2[C@:43]([CH3:50])([CH2:44][CH2:45][C:46](=[O:49])[CH2:47]2)[C@@H:42]2[C@H:33]([C@H:34]3[C@@:38]([CH2:40][CH2:41]2)([CH3:39])[C:37](=[O:51])[CH2:36][CH2:35]3)[CH2:32]1)=[O:2]. (2) Given the reactants [CH3:1][O:2][C:3]1[CH:4]=[CH:5][C:6]([CH3:17])=[C:7]([NH:9][C:10](=[O:16])[O:11][C:12]([CH3:15])([CH3:14])[CH3:13])[CH:8]=1.C([Li])(CC)C.CON(C)[C:26](=[O:33])[C:27]1[CH:32]=[CH:31][CH:30]=[CH:29][CH:28]=1.Cl, predict the reaction product. The product is: [C:12]([O:11][C:10](=[O:16])[NH:9][C:7]1[CH:8]=[C:3]([O:2][CH3:1])[CH:4]=[CH:5][C:6]=1[CH2:17][C:26](=[O:33])[C:27]1[CH:32]=[CH:31][CH:30]=[CH:29][CH:28]=1)([CH3:13])([CH3:14])[CH3:15].